This data is from Merck oncology drug combination screen with 23,052 pairs across 39 cell lines. The task is: Regression. Given two drug SMILES strings and cell line genomic features, predict the synergy score measuring deviation from expected non-interaction effect. (1) Drug 1: C#Cc1cccc(Nc2ncnc3cc(OCCOC)c(OCCOC)cc23)c1. Drug 2: Cn1cc(-c2cnn3c(N)c(Br)c(C4CCCNC4)nc23)cn1. Cell line: RKO. Synergy scores: synergy=6.18. (2) Drug 1: CC1(c2nc3c(C(N)=O)cccc3[nH]2)CCCN1. Drug 2: CCC1(O)C(=O)OCc2c1cc1n(c2=O)Cc2cc3c(CN(C)C)c(O)ccc3nc2-1. Cell line: NCIH520. Synergy scores: synergy=-3.09. (3) Drug 1: O=C(CCCCCCC(=O)Nc1ccccc1)NO. Drug 2: CCN(CC)CCNC(=O)c1c(C)[nH]c(C=C2C(=O)Nc3ccc(F)cc32)c1C. Cell line: SKMES1. Synergy scores: synergy=-4.09. (4) Drug 2: NC(=O)c1cccc2cn(-c3ccc(C4CCCNC4)cc3)nc12. Cell line: T47D. Synergy scores: synergy=-24.2. Drug 1: O=P1(N(CCCl)CCCl)NCCCO1. (5) Drug 1: CCC1=CC2CN(C1)Cc1c([nH]c3ccccc13)C(C(=O)OC)(c1cc3c(cc1OC)N(C)C1C(O)(C(=O)OC)C(OC(C)=O)C4(CC)C=CCN5CCC31C54)C2. Drug 2: CS(=O)(=O)CCNCc1ccc(-c2ccc3ncnc(Nc4ccc(OCc5cccc(F)c5)c(Cl)c4)c3c2)o1. Cell line: MSTO. Synergy scores: synergy=11.5. (6) Drug 1: CN1C(=O)C=CC2(C)C3CCC4(C)C(NC(=O)OCC(F)(F)F)CCC4C3CCC12. Drug 2: Cn1nnc2c(C(N)=O)ncn2c1=O. Cell line: VCAP. Synergy scores: synergy=3.62. (7) Drug 1: CN(C)C(=N)N=C(N)N. Synergy scores: synergy=-9.79. Drug 2: Cn1cc(-c2cnn3c(N)c(Br)c(C4CCCNC4)nc23)cn1. Cell line: NCIH2122. (8) Drug 1: O=C(NOCC(O)CO)c1ccc(F)c(F)c1Nc1ccc(I)cc1F. Drug 2: CCc1c2c(nc3ccc(O)cc13)-c1cc3c(c(=O)n1C2)COC(=O)C3(O)CC. Cell line: A2058. Synergy scores: synergy=-6.37.